Dataset: Forward reaction prediction with 1.9M reactions from USPTO patents (1976-2016). Task: Predict the product of the given reaction. (1) The product is: [CH2:2]([C:3]1[CH:4]=[C:5]([CH2:6][CH3:7])[N:18]([C:17]2[C:12]([O:11][CH3:10])=[N:13][C:14]([C:21]3[CH:26]=[CH:25][C:24]([O:27][C:28]([F:30])([F:31])[F:29])=[CH:23][C:22]=3[O:32][CH3:33])=[C:15]([CH3:20])[CH:16]=2)[N:19]=1)[CH3:1]. Given the reactants [CH3:1][CH2:2][C:3](=O)[CH2:4][C:5](=O)[CH2:6][CH3:7].[CH3:10][O:11][C:12]1[C:17]([NH:18][NH2:19])=[CH:16][C:15]([CH3:20])=[C:14]([C:21]2[CH:26]=[CH:25][C:24]([O:27][C:28]([F:31])([F:30])[F:29])=[CH:23][C:22]=2[O:32][CH3:33])[N:13]=1, predict the reaction product. (2) The product is: [CH2:27]([O:26][C:24](=[O:25])[C:18]([NH:17][C:14](=[O:16])[CH3:15])([CH2:3][C:4]1[C:8]2[CH:9]=[N:10][CH:11]=[CH:12][C:7]=2[NH:6][CH:5]=1)[C:19]([O:21][CH2:22][CH3:23])=[O:20])[CH3:28]. Given the reactants CN(C)[CH2:3][C:4]1[C:8]2[CH:9]=[N:10][CH:11]=[CH:12][C:7]=2[NH:6][CH:5]=1.[C:14]([NH:17][CH:18]([C:24]([O:26][CH2:27][CH3:28])=[O:25])[C:19]([O:21][CH2:22][CH3:23])=[O:20])(=[O:16])[CH3:15].C(P(CCCC)CCCC)CCC.O, predict the reaction product. (3) Given the reactants [OH:1][C@H:2]([CH3:16])[CH2:3][N:4]1[C:12]2[C:7](=[CH:8][CH:9]=[C:10]([OH:15])[C:11]=2[N:13]=O)[CH:6]=[N:5]1.N1C=CC=CC=1.[CH3:23][O:24][CH2:25][C:26](Cl)=O, predict the reaction product. The product is: [CH3:23][O:24][CH2:25][C:26]1[O:15][C:10]2[CH:9]=[CH:8][C:7]3[CH:6]=[N:5][N:4]([CH2:3][C@H:2]([OH:1])[CH3:16])[C:12]=3[C:11]=2[N:13]=1. (4) Given the reactants [CH:1]([C:4]1[CH:5]=[C:6]([OH:10])[CH:7]=[CH:8][CH:9]=1)([CH3:3])[CH3:2].C(O[Cl:16])(C)(C)C, predict the reaction product. The product is: [Cl:16][C:7]1[CH:8]=[CH:9][C:4]([CH:1]([CH3:3])[CH3:2])=[CH:5][C:6]=1[OH:10].[Cl:16][C:9]1[CH:8]=[CH:7][C:6]([OH:10])=[CH:5][C:4]=1[CH:1]([CH3:3])[CH3:2]. (5) The product is: [N:1]([CH2:4][C:5]1[C:10]([CH3:24])=[N:9][C:8]2[N:11]([CH2:14][CH3:15])[N:12]=[CH:13][C:7]=2[C:6]=1[NH:16][CH:17]1[CH2:22][CH2:21][O:20][CH2:19][CH2:18]1)=[N+:2]=[N-:3]. Given the reactants [N:1]([CH2:4][C:5]1[CH:10]=[N:9][C:8]2[N:11]([CH2:14][CH3:15])[N:12]=[CH:13][C:7]=2[C:6]=1[NH:16][CH:17]1[CH2:22][CH2:21][O:20][CH2:19][CH2:18]1)=[N+:2]=[N-:3].Cl[CH2:24]C1C(C)=NC2N(CC)N=CC=2C=1NC1CCOCC1, predict the reaction product. (6) The product is: [F:37][C:36]([F:39])([F:38])[C:34]([OH:40])=[O:35].[CH2:24]([N:4]([CH2:1][CH2:2][CH3:3])[C:5]([CH2:7][O:8][C:9](=[O:23])[CH2:10][CH2:11][NH2:12])=[O:6])[CH2:25][CH3:26]. Given the reactants [CH2:1]([N:4]([CH2:24][CH2:25][CH3:26])[C:5]([CH2:7][O:8][C:9](=[O:23])[CH2:10][CH2:11][NH:12]C(OCC1C=CC=CC=1)=O)=[O:6])[CH2:2][CH3:3].C(OC(C)C)(=O)C.[C:34]([OH:40])([C:36]([F:39])([F:38])[F:37])=[O:35], predict the reaction product. (7) Given the reactants [F:1][C:2]1([F:9])[CH2:7][CH2:6][CH:5]([OH:8])[CH2:4][CH2:3]1.BrC1C=C2C(=CC=1)N(C(=O)C)[C@@H](C)CN2.[C:25]([N:28]1[C:37]2[C:32](=[CH:33][C:34]([Br:38])=[CH:35][CH:36]=2)[N:31]([C:39](OC2CC(F)(F)C2)=[O:40])[CH2:30][C@@H:29]1[CH3:48])(=[O:27])[CH3:26], predict the reaction product. The product is: [C:25]([N:28]1[C:37]2[C:32](=[CH:33][C:34]([Br:38])=[CH:35][CH:36]=2)[N:31]([C:39]([O:8][CH:5]2[CH2:6][CH2:7][C:2]([F:9])([F:1])[CH2:3][CH2:4]2)=[O:40])[CH2:30][C@@H:29]1[CH3:48])(=[O:27])[CH3:26].